The task is: Predict the reactants needed to synthesize the given product.. This data is from Full USPTO retrosynthesis dataset with 1.9M reactions from patents (1976-2016). (1) Given the product [Cl:51][C:39]1[CH:38]=[CH:37][C:36]([C:5]2[C:6]([C@@H:8]([NH:18][C:19](=[O:35])[CH2:20][N:21]3[C:25]4[C:26]([F:30])([F:31])[C@@H:27]5[CH2:29][C@@H:28]5[C:24]=4[C:23]([CH:32]([F:34])[F:33])=[N:22]3)[CH2:9][C:10]3[CH:11]=[C:12]([F:17])[CH:13]=[C:14]([F:16])[CH:15]=3)=[N:7][C:2]([C:56]#[C:55][C:54]([CH2:58][F:59])([OH:57])[CH2:53][F:52])=[CH:3][CH:4]=2)=[C:44]2[C:40]=1[C:41]([NH:46][S:47]([CH3:50])(=[O:48])=[O:49])=[N:42][N:43]2[CH3:45], predict the reactants needed to synthesize it. The reactants are: Cl[C:2]1[N:7]=[C:6]([C@@H:8]([NH:18][C:19](=[O:35])[CH2:20][N:21]2[C:25]3[C:26]([F:31])([F:30])[C@@H:27]4[CH2:29][C@@H:28]4[C:24]=3[C:23]([CH:32]([F:34])[F:33])=[N:22]2)[CH2:9][C:10]2[CH:15]=[C:14]([F:16])[CH:13]=[C:12]([F:17])[CH:11]=2)[C:5]([C:36]2[CH:37]=[CH:38][C:39]([Cl:51])=[C:40]3[C:44]=2[N:43]([CH3:45])[N:42]=[C:41]3[NH:46][S:47]([CH3:50])(=[O:49])=[O:48])=[CH:4][CH:3]=1.[F:52][CH2:53][C:54]([CH2:58][F:59])([OH:57])[C:55]#[CH:56].C(NCC)C. (2) Given the product [C:1]([OH:6])(=[O:5])[C:2]([CH3:4])=[CH2:3].[C:1]([OH:6])(=[O:5])[C:2]([CH3:4])=[CH2:3].[NH2:29][C:1]([O:6][CH2:7][CH3:8])=[O:5], predict the reactants needed to synthesize it. The reactants are: [C:1]([O:6][CH2:7][CH2:8]CC[CH2:8][CH2:7][O:6][C:1](=[O:5])[C:2]([CH3:4])=[CH2:3])(=[O:5])[C:2]([CH3:4])=[CH2:3].O=C1CC(C)(C)CC(C)=C1.[N-:29]=C=O.C([O-])(=O)CCCCCCCCCCC.C([O-])(=O)CCCCCCCCCCC.C([Sn+2]CCCC)CCC.C(OCCO)(=O)C(C)=C.OC1C=C(O)C=CC=1O.